Dataset: Forward reaction prediction with 1.9M reactions from USPTO patents (1976-2016). Task: Predict the product of the given reaction. Given the reactants [C:1]1([C:17]2[CH:22]=[CH:21][CH:20]=[CH:19][CH:18]=2)[CH:6]=[CH:5][C:4]([N:7]2[CH:12]=[CH:11][CH:10]=[C:9]([C:13](O)=[O:14])[C:8]2=[O:16])=[CH:3][CH:2]=1.[NH2:23][C@@H:24]([CH2:32][CH2:33][CH2:34][NH:35][C:36]([NH:38][S:39]([C:42]1[C:43]([CH3:56])=[C:44]2[C:49](=[C:50]([CH3:53])[C:51]=1[CH3:52])[O:48][C:47]([CH3:55])([CH3:54])[CH2:46][CH2:45]2)(=[O:41])=[O:40])=[NH:37])[C:25]([O:27][C:28]([CH3:31])([CH3:30])[CH3:29])=[O:26].CN(C(ON1N=NC2C=CC=CC1=2)=[N+](C)C)C.F[P-](F)(F)(F)(F)F.CCN(C(C)C)C(C)C, predict the reaction product. The product is: [C:1]1([C:17]2[CH:18]=[CH:19][CH:20]=[CH:21][CH:22]=2)[CH:6]=[CH:5][C:4]([N:7]2[CH:12]=[CH:11][CH:10]=[C:9]([C:13]([NH:23][C@@H:24]([CH2:32][CH2:33][CH2:34][NH:35][C:36]([NH:38][S:39]([C:42]3[C:43]([CH3:56])=[C:44]4[C:49](=[C:50]([CH3:53])[C:51]=3[CH3:52])[O:48][C:47]([CH3:55])([CH3:54])[CH2:46][CH2:45]4)(=[O:40])=[O:41])=[NH:37])[C:25]([O:27][C:28]([CH3:29])([CH3:30])[CH3:31])=[O:26])=[O:14])[C:8]2=[O:16])=[CH:3][CH:2]=1.